From a dataset of Full USPTO retrosynthesis dataset with 1.9M reactions from patents (1976-2016). Predict the reactants needed to synthesize the given product. (1) Given the product [C:1]([C:5]1[N:13]=[C:12]2[C:8]([N:9]=[CH:10][N:11]2[CH2:24][C:25]2[CH:30]=[CH:29][C:28]([Cl:31])=[CH:27][CH:26]=2)=[C:7]([N:14]2[CH2:18][CH2:17][C:16]([F:19])([F:20])[CH2:15]2)[N:6]=1)([CH3:4])([CH3:2])[CH3:3], predict the reactants needed to synthesize it. The reactants are: [C:1]([C:5]1[N:13]=[C:12]2[C:8]([N:9]=[CH:10][NH:11]2)=[C:7]([N:14]2[CH2:18][CH2:17][C:16]([F:20])([F:19])[CH2:15]2)[N:6]=1)([CH3:4])([CH3:3])[CH3:2].[H-].[Na+].Br[CH2:24][C:25]1[CH:30]=[CH:29][C:28]([Cl:31])=[CH:27][CH:26]=1. (2) Given the product [CH3:18][O:19][C:20]1[CH:47]=[C:46]([O:48][CH3:49])[CH:45]=[CH:44][C:21]=1[CH2:22][N:23]1[C:24]2=[N:32][C:31]([C:33]3[O:34][CH:35]=[CH:36][CH:37]=3)=[C:30]([C:38]3[CH:43]=[CH:42][N:41]=[CH:40][N:39]=3)[CH:29]=[C:25]2[NH:52][C:55]1=[O:8], predict the reactants needed to synthesize it. The reactants are: C1(P(N=[N+]=[N-])(C2C=CC=CC=2)=[O:8])C=CC=CC=1.[CH3:18][O:19][C:20]1[CH:47]=[C:46]([O:48][CH3:49])[CH:45]=[CH:44][C:21]=1[CH2:22][NH:23][C:24]1[N:32]=[C:31]([C:33]2[O:34][CH:35]=[CH:36][CH:37]=2)[C:30]([C:38]2[CH:43]=[CH:42][N:41]=[CH:40][N:39]=2)=[CH:29][C:25]=1C(O)=O.C([N:52]([CH2:55]C)CC)C. (3) The reactants are: [Br:1][C:2]1[CH:7]=[CH:6][C:5](I)=[CH:4][CH:3]=1.[CH3:9][C:10]([CH3:44])([CH3:43])[C:11]([O:13][CH2:14][C@@H:15]1[C@@H:20]([O:21][C:22](=[O:27])[C:23]([CH3:26])([CH3:25])[CH3:24])[C@H:19]([O:28][C:29](=[O:34])[C:30]([CH3:33])([CH3:32])[CH3:31])[C@H:18]([O:35][C:36](=[O:41])[C:37]([CH3:40])([CH3:39])[CH3:38])[C@@H:17](Br)[O:16]1)=[O:12].Cl. Given the product [CH3:9][C:10]([CH3:44])([CH3:43])[C:11]([O:13][CH2:14][C@@H:15]1[C@@H:20]([O:21][C:22](=[O:27])[C:23]([CH3:24])([CH3:25])[CH3:26])[C@H:19]([O:28][C:29](=[O:34])[C:30]([CH3:32])([CH3:31])[CH3:33])[C@H:18]([O:35][C:36](=[O:41])[C:37]([CH3:40])([CH3:39])[CH3:38])[C@@H:17]([C:5]2[CH:6]=[CH:7][C:2]([Br:1])=[CH:3][CH:4]=2)[O:16]1)=[O:12], predict the reactants needed to synthesize it. (4) Given the product [Br:18][C:19]1[CH:20]=[CH:21][C:22]([C:25]2[O:26][C:27]([CH3:33])=[C:28]([CH:30]=[CH2:31])[N:29]=2)=[CH:23][CH:24]=1, predict the reactants needed to synthesize it. The reactants are: CN1CCN2CCN(C)P1N(C)CC2.C(#N)C.[Br:18][C:19]1[CH:24]=[CH:23][C:22]([C:25]2[O:26][C:27]([CH3:33])=[C:28]([CH2:30][CH2:31]I)[N:29]=2)=[CH:21][CH:20]=1. (5) The reactants are: N[C:2]1[C:7]([C:8]([O:10][CH2:11][CH3:12])=[O:9])=[C:6]([C:13]2[CH:18]=[C:17]([O:19][CH3:20])[CH:16]=[C:15]([O:21][CH3:22])[CH:14]=2)[C:5]([C:23]2[C:28]([F:29])=[CH:27][C:26]([F:30])=[CH:25][C:24]=2[F:31])=[C:4]([CH3:32])[N:3]=1.N([O-])=[O:34].[Na+]. Given the product [CH3:22][O:21][C:15]1[CH:14]=[C:13]([C:6]2[C:5]([C:23]3[C:24]([F:31])=[CH:25][C:26]([F:30])=[CH:27][C:28]=3[F:29])=[C:4]([CH3:32])[NH:3][C:2](=[O:34])[C:7]=2[C:8]([O:10][CH2:11][CH3:12])=[O:9])[CH:18]=[C:17]([O:19][CH3:20])[CH:16]=1, predict the reactants needed to synthesize it.